Dataset: Reaction yield outcomes from USPTO patents with 853,638 reactions. Task: Predict the reaction yield, written as a fraction of the theoretical maximum amount of product (1.0 means a 100% yield; for example, 0.34 means a 34% yield). (1) The reactants are [NH:1]1[C:9]2[C:4](=[CH:5][CH:6]=[CH:7][CH:8]=2)[CH2:3][C:2]1=[O:10].[Li+].C[Si]([N-][Si](C)(C)C)(C)C.[CH3:21][C:22]1([CH3:32])[C:26]2[CH:27]=[CH:28][CH:29]=[CH:30][C:25]=2[C:24](=O)[O:23]1. The catalyst is C1COCC1. The product is [CH3:21][C:22]1([CH3:32])[C:26]2[CH:27]=[CH:28][CH:29]=[CH:30][C:25]=2/[C:24](=[C:3]2\[C:2](=[O:10])[NH:1][C:9]3[C:4]\2=[CH:5][CH:6]=[CH:7][CH:8]=3)/[O:23]1. The yield is 0.410. (2) The reactants are [Cl:1][C:2]1[CH:26]=[CH:25][C:5]([CH2:6][NH:7][C:8]2[C:17]3[C:12](=[C:13]([C:21]([O:23]C)=[O:22])[CH:14]=[C:15]([N+:18]([O-:20])=[O:19])[CH:16]=3)[N:11]=[CH:10][N:9]=2)=[CH:4][C:3]=1[C:27]([F:30])([F:29])[F:28].C1COCC1.[Li+].[OH-].Cl. The catalyst is O. The product is [Cl:1][C:2]1[CH:26]=[CH:25][C:5]([CH2:6][NH:7][C:8]2[C:17]3[C:12](=[C:13]([C:21]([OH:23])=[O:22])[CH:14]=[C:15]([N+:18]([O-:20])=[O:19])[CH:16]=3)[N:11]=[CH:10][N:9]=2)=[CH:4][C:3]=1[C:27]([F:30])([F:28])[F:29]. The yield is 0.970. (3) The reactants are [F:1][CH:2]([F:42])[O:3][C:4]1[CH:5]=[C:6]2[C:10](=[CH:11][CH:12]=1)[N:9]([CH3:13])[N:8]=[C:7]2[C:14]1[N:15]=[C:16]2[C:22]([C:23]([NH:25][C:26]3([CH2:32][OH:33])[CH2:31][CH2:30][O:29][CH2:28][CH2:27]3)=[O:24])=[CH:21][N:20](COCC[Si](C)(C)C)[C:17]2=[N:18][CH:19]=1.[F-].[Cs+].C1OCCOCCOCCOCCOCCOC1. The catalyst is C(#N)C.ClCCl. The product is [F:42][CH:2]([F:1])[O:3][C:4]1[CH:5]=[C:6]2[C:10](=[CH:11][CH:12]=1)[N:9]([CH3:13])[N:8]=[C:7]2[C:14]1[N:15]=[C:16]2[C:22]([C:23]([NH:25][C:26]3([CH2:32][OH:33])[CH2:27][CH2:28][O:29][CH2:30][CH2:31]3)=[O:24])=[CH:21][NH:20][C:17]2=[N:18][CH:19]=1. The yield is 0.510.